This data is from Reaction yield outcomes from USPTO patents with 853,638 reactions. The task is: Predict the reaction yield, written as a fraction of the theoretical maximum amount of product (1.0 means a 100% yield; for example, 0.34 means a 34% yield). The reactants are C([O:8][C:9]1[CH:14]=[CH:13][C:12]([C@H:15]2[C@@H:19]([O:20][CH3:21])[C@H:18]([O:22][CH3:23])[C@H:17]([C:24]3[CH:29]=[CH:28][C:27]([O:30]CC4C=CC=CC=4)=[CH:26][CH:25]=3)[N:16]2[C:38]2[CH:43]=[CH:42][C:41]([C:44]([CH3:47])([CH3:46])[CH3:45])=[CH:40][CH:39]=2)=[CH:11][CH:10]=1)C1C=CC=CC=1. The catalyst is C(OCC)(=O)C.[Pd]. The product is [C:44]([C:41]1[CH:40]=[CH:39][C:38]([N:16]2[C@@H:17]([C:24]3[CH:29]=[CH:28][C:27]([OH:30])=[CH:26][CH:25]=3)[C@@H:18]([O:22][CH3:23])[C@H:19]([O:20][CH3:21])[C@@H:15]2[C:12]2[CH:13]=[CH:14][C:9]([OH:8])=[CH:10][CH:11]=2)=[CH:43][CH:42]=1)([CH3:47])([CH3:45])[CH3:46]. The yield is 1.00.